The task is: Binary Classification. Given a miRNA mature sequence and a target amino acid sequence, predict their likelihood of interaction.. This data is from Experimentally validated miRNA-target interactions with 360,000+ pairs, plus equal number of negative samples. Result: 0 (no interaction). The protein sequence of the target gene is MPLVKRNIDPRHLCHTALPRGIKNELECVTNISLANIIRQLSSLSKYAEDIFGELFNEAHSFSFRVNSLQERVDRLSVSVTQLDPKEEELSLQDITMRKAFRSSTIQDQQLFDRKTLPIPLQETYDVCEQPPPLNILTPYRDDGKEGLKFYTNPSYFFDLWKEKMLQDTEDKRKEKRKQKQKNLDRPHEPEKVPRAPHDRRREWQKLAQGPELAEDDANLLHKHIEVANGPASHFETRPQTYVDHMDGSYSLSALPFSQMSELLTRAEERVLVRPHEPPPPPPMHGAGDAKPIPTCISSA.... The miRNA is hsa-miR-6801-3p with sequence ACCCCUGCCACUCACUGGCC.